This data is from Forward reaction prediction with 1.9M reactions from USPTO patents (1976-2016). The task is: Predict the product of the given reaction. Given the reactants [N+:1]([C:4]1[CH:53]=[CH:52][C:7]([C:8]([O:10][C@H:11]2[C:15]3[N:16]=[CH:17][N:18]=[C:19]([N:20]4[C:40]5[C:35](=[C:36]([CH2:42][NH:43][C:44]([O:46][C:47]([CH3:50])([CH3:49])[CH3:48])=[O:45])[C:37]([Cl:41])=[CH:38][CH:39]=5)[C:22]5([CH2:27][CH2:26][N:25](CC6C=CC=CC=6)[CH2:24][CH2:23]5)[CH2:21]4)[C:14]=3[C@H:13]([CH3:51])[CH2:12]2)=[O:9])=[CH:6][CH:5]=1)([O-:3])=[O:2].C(Cl)(=O)OC(Cl)C.C(Cl)Cl.[CH3:76][C:75]([O:74][C:72](O[C:72]([O:74][C:75]([CH3:78])([CH3:77])[CH3:76])=[O:73])=[O:73])([CH3:78])[CH3:77], predict the reaction product. The product is: [C:47]([O:46][C:44]([NH:43][CH2:42][C:36]1[C:37]([Cl:41])=[CH:38][CH:39]=[C:40]2[N:20]([C:19]3[C:14]4[C@H:13]([CH3:51])[CH2:12][C@@H:11]([O:10][C:8](=[O:9])[C:7]5[CH:52]=[CH:53][C:4]([N+:1]([O-:3])=[O:2])=[CH:5][CH:6]=5)[C:15]=4[N:16]=[CH:17][N:18]=3)[CH2:21][C:22]3([CH2:27][CH2:26][N:25]([C:72]([O:74][C:75]([CH3:76])([CH3:77])[CH3:78])=[O:73])[CH2:24][CH2:23]3)[C:35]=12)=[O:45])([CH3:48])([CH3:49])[CH3:50].